Dataset: Forward reaction prediction with 1.9M reactions from USPTO patents (1976-2016). Task: Predict the product of the given reaction. (1) Given the reactants [NH2:1][CH2:2][CH2:3][CH2:4][CH2:5][CH2:6][CH2:7][CH2:8][CH2:9][CH2:10][CH2:11][CH2:12][C:13]([O:15][CH3:16])=[O:14].[C:17]([C:20]1[CH:25]=[CH:24][C:23]([B:26]([OH:28])[OH:27])=[CH:22][CH:21]=1)(O)=[O:18].CN(C(ON1N=NC2C=CC=CC1=2)=[N+](C)C)C.[B-](F)(F)(F)F.CO, predict the reaction product. The product is: [CH3:16][O:15][C:13](=[O:14])[CH2:12][CH2:11][CH2:10][CH2:9][CH2:8][CH2:7][CH2:6][CH2:5][CH2:4][CH2:3][CH2:2][NH:1][C:17]([C:20]1[CH:21]=[CH:22][C:23]([B:26]([OH:28])[OH:27])=[CH:24][CH:25]=1)=[O:18]. (2) Given the reactants Cl[C:2]1[CH:11]=[CH:10][N:9]=[C:8]2[C:3]=1[CH:4]=[CH:5][C:6]([CH2:12][CH2:13][CH3:14])=[N:7]2.C(O)C.[NH2:18][C:19]1[CH:24]=[C:23]([CH3:25])[CH:22]=[CH:21][C:20]=1[S:26][C:27]1[CH:32]=[CH:31][C:30]([CH2:33][OH:34])=[CH:29][CH:28]=1, predict the reaction product. The product is: [CH3:25][C:23]1[CH:22]=[CH:21][C:20]([S:26][C:27]2[CH:32]=[CH:31][C:30]([CH2:33][OH:34])=[CH:29][CH:28]=2)=[C:19]([NH:18][C:2]2[C:3]3[C:8](=[N:7][C:6]([CH2:12][CH2:13][CH3:14])=[CH:5][CH:4]=3)[N:9]=[CH:10][CH:11]=2)[CH:24]=1. (3) Given the reactants [OH-].[K+].CC(C)CC(=O)C.C(O)(=O)C(O)=O.C(O)(=O)C(O)=O.[CH3:22][NH:23][C:24]1([C:30]2[CH:35]=[CH:34][CH:33]=[CH:32][CH:31]=2)[CH2:29][CH2:28][NH:27][CH2:26][CH2:25]1, predict the reaction product. The product is: [CH3:22][NH:23][C:24]1([C:30]2[CH:35]=[CH:34][CH:33]=[CH:32][CH:31]=2)[CH2:25][CH2:26][NH:27][CH2:28][CH2:29]1.